Dataset: Full USPTO retrosynthesis dataset with 1.9M reactions from patents (1976-2016). Task: Predict the reactants needed to synthesize the given product. (1) Given the product [N:10]1([CH2:2][C:3]2[CH:4]=[CH:5][C:6]([NH2:9])=[N:7][CH:8]=2)[CH2:14][CH2:13][CH2:12][CH2:11]1, predict the reactants needed to synthesize it. The reactants are: Cl[CH2:2][C:3]1[CH:4]=[CH:5][C:6]([NH2:9])=[N:7][CH:8]=1.[NH:10]1[CH2:14][CH2:13][CH2:12][CH2:11]1.C(=O)([O-])[O-].[K+].[K+].C(#N)C. (2) Given the product [C:1]([O:5][C:6]([N:8]1[CH2:13][CH2:12][C:11]2([CH2:14][CH2:15][CH:16]([OH:19])[CH2:17][CH2:18]2)[CH2:10][CH2:9]1)=[O:7])([CH3:4])([CH3:2])[CH3:3], predict the reactants needed to synthesize it. The reactants are: [C:1]([O:5][C:6]([N:8]1[CH2:13][CH2:12][C:11]2([CH2:18][CH2:17][C:16](=[O:19])[CH2:15][CH2:14]2)[CH2:10][CH2:9]1)=[O:7])([CH3:4])([CH3:3])[CH3:2].O.O.O.O.O.O.O.[Cl-].[Ce+3].[Cl-].[Cl-].[BH4-].[Na+].O. (3) Given the product [N:22]([CH2:9][C@H:8]([C:4]1[CH:5]=[CH:6][CH:7]=[C:2]([Cl:1])[CH:3]=1)[OH:21])=[N+:23]=[N-:24], predict the reactants needed to synthesize it. The reactants are: [Cl:1][C:2]1[CH:3]=[C:4]([C@H:8]([OH:21])[CH2:9]OS(C2C=CC(C)=CC=2)(=O)=O)[CH:5]=[CH:6][CH:7]=1.[N-:22]=[N+:23]=[N-:24].[Na+].CS(C)=O. (4) Given the product [C:4]([C:17]1[C:16]([NH2:21])=[C:15]([N:11]2[CH2:12][CH2:13][CH2:14][CH:9]([O:8][Si:1]([C:4]([CH3:7])([CH3:6])[CH3:5])([CH3:3])[CH3:2])[CH2:10]2)[CH:20]=[CH:19][N:18]=1)([CH3:7])([CH3:6])[CH3:5], predict the reactants needed to synthesize it. The reactants are: [Si:1]([O:8][CH:9]1[CH2:14][CH2:13][CH2:12][N:11]([C:15]2[CH:20]=[CH:19][N:18]=[CH:17][C:16]=2[N+:21]([O-])=O)[CH2:10]1)([C:4]([CH3:7])([CH3:6])[CH3:5])([CH3:3])[CH3:2]. (5) Given the product [Cl:27][C:15]1[C:16]2[C:8]([C:5]3[CH:6]=[CH:7][C:2]([F:1])=[CH:3][CH:4]=3)=[CH:9][N:10]([C:18]3[CH:19]=[C:20]([CH3:24])[CH:21]=[CH:22][CH:23]=3)[C:11]=2[N:12]=[CH:13][N:14]=1, predict the reactants needed to synthesize it. The reactants are: [F:1][C:2]1[CH:7]=[CH:6][C:5]([C:8]2[C:16]3[C:15](O)=[N:14][CH:13]=[N:12][C:11]=3[N:10]([C:18]3[CH:19]=[C:20]([CH3:24])[CH:21]=[CH:22][CH:23]=3)[CH:9]=2)=[CH:4][CH:3]=1.O=P(Cl)(Cl)[Cl:27]. (6) Given the product [CH3:22][O:23][C:24]1[CH:25]=[C:26]2[C:31](=[CH:32][C:33]=1[O:34][CH3:35])[C@H:30]([CH2:36][CH2:37][C:38]1[CH:43]=[CH:42][C:41]([F:44])=[C:40]([F:45])[C:39]=1[F:46])[N:29]([C@H:4]([C:5]1[CH:6]=[CH:7][CH:8]=[CH:9][CH:10]=1)[C:1]([NH2:2])=[O:3])[CH2:28][CH2:27]2, predict the reactants needed to synthesize it. The reactants are: [C:1]([CH:4](OS(C1C=CC(C)=CC=1)(=O)=O)[C:5]1[CH:10]=[CH:9][CH:8]=[CH:7][CH:6]=1)(=[O:3])[NH2:2].[CH3:22][O:23][C:24]1[CH:25]=[C:26]2[C:31](=[CH:32][C:33]=1[O:34][CH3:35])[C@H:30]([CH2:36][CH2:37][C:38]1[CH:43]=[CH:42][C:41]([F:44])=[C:40]([F:45])[C:39]=1[F:46])[NH:29][CH2:28][CH2:27]2.